This data is from NCI-60 drug combinations with 297,098 pairs across 59 cell lines. The task is: Regression. Given two drug SMILES strings and cell line genomic features, predict the synergy score measuring deviation from expected non-interaction effect. Drug 1: C1=CC(=CC=C1CCC2=CNC3=C2C(=O)NC(=N3)N)C(=O)NC(CCC(=O)O)C(=O)O. Drug 2: CCC1=CC2CC(C3=C(CN(C2)C1)C4=CC=CC=C4N3)(C5=C(C=C6C(=C5)C78CCN9C7C(C=CC9)(C(C(C8N6C)(C(=O)OC)O)OC(=O)C)CC)OC)C(=O)OC.C(C(C(=O)O)O)(C(=O)O)O. Cell line: HL-60(TB). Synergy scores: CSS=50.3, Synergy_ZIP=4.82, Synergy_Bliss=3.51, Synergy_Loewe=-0.851, Synergy_HSA=4.49.